Dataset: TCR-epitope binding with 47,182 pairs between 192 epitopes and 23,139 TCRs. Task: Binary Classification. Given a T-cell receptor sequence (or CDR3 region) and an epitope sequence, predict whether binding occurs between them. (1) The epitope is FLNGSCGSV. The TCR CDR3 sequence is CASSLTAGGTDTQYF. Result: 1 (the TCR binds to the epitope). (2) The epitope is VLWAHGFEL. The TCR CDR3 sequence is CASSPGWGPGEQYF. Result: 1 (the TCR binds to the epitope). (3) The epitope is TPRVTGGGAM. Result: 1 (the TCR binds to the epitope). The TCR CDR3 sequence is CASSFALVSGELFF. (4) The epitope is KAYNVTQAF. The TCR CDR3 sequence is CASSEGRSGVDEQFF. Result: 0 (the TCR does not bind to the epitope). (5) The epitope is FLNGSCGSV. The TCR CDR3 sequence is CASSFGAMEQFF. Result: 1 (the TCR binds to the epitope). (6) The epitope is GTSGSPIVNR. The TCR CDR3 sequence is CASSQDEGNIQYF. Result: 0 (the TCR does not bind to the epitope). (7) The epitope is KAYNVTQAF. The TCR CDR3 sequence is CASSSRDRGEYNSPLHF. Result: 1 (the TCR binds to the epitope). (8) The epitope is DPFRLLQNSQVFS. The TCR CDR3 sequence is CATSDRTSGRAKETQYF. Result: 0 (the TCR does not bind to the epitope).